From a dataset of Full USPTO retrosynthesis dataset with 1.9M reactions from patents (1976-2016). Predict the reactants needed to synthesize the given product. (1) Given the product [C:10]([O:8][C:4]1[CH:5]=[CH:6][CH:7]=[C:2]([NH:1][C:20](=[O:23])[CH3:21])[CH:3]=1)(=[O:11])[CH3:9], predict the reactants needed to synthesize it. The reactants are: [NH2:1][C:2]1[CH:3]=[C:4]([OH:8])[CH:5]=[CH:6][CH:7]=1.[CH3:9][C:10](OC(C)=O)=[O:11].N1[CH:21]=[CH:20]C=CC=1.C([O-])(O)=[O:23].[Na+]. (2) The reactants are: [CH2:1]1N2CN3CN(C2)CN1C3.[F:11][C:12]1[C:17]([F:18])=[CH:16][CH:15]=[C:14]([F:19])[C:13]=1[OH:20].[OH2:21].OS(O)(=O)=O. Given the product [F:18][C:17]1[C:12]([F:11])=[C:13]([OH:20])[C:14]([F:19])=[CH:15][C:16]=1[CH:1]=[O:21], predict the reactants needed to synthesize it. (3) Given the product [Cl:1][C:2]1[CH:27]=[C:26]([Cl:28])[CH:25]=[CH:24][C:3]=1[CH2:4][N:5]1[C:9](/[CH:10]=[CH:11]/[C:12]([OH:14])=[O:13])=[CH:8][C:7]([O:17][CH:18]2[CH2:19][CH2:20][O:21][CH2:22][CH2:23]2)=[N:6]1, predict the reactants needed to synthesize it. The reactants are: [Cl:1][C:2]1[CH:27]=[C:26]([Cl:28])[CH:25]=[CH:24][C:3]=1[CH2:4][N:5]1[C:9](/[CH:10]=[CH:11]/[C:12]([O:14]CC)=[O:13])=[CH:8][C:7]([O:17][CH:18]2[CH2:23][CH2:22][O:21][CH2:20][CH2:19]2)=[N:6]1.[OH-].[Na+].O1CCCC1. (4) Given the product [CH3:12][O:11][C:5]([C:6]1([C:7](=[O:8])[CH3:9])[CH2:3][CH2:2]1)=[O:10], predict the reactants needed to synthesize it. The reactants are: Br[CH2:2][CH2:3]Br.[C:5]([O:11][CH3:12])(=[O:10])[CH2:6][C:7]([CH3:9])=[O:8]. (5) Given the product [Br:1][C:2]1[CH:14]=[CH:13][C:12]2[C:11]3[C:6](=[CH:7][C:8]([Br:15])=[CH:9][CH:10]=3)[C:5](=[CH:16][C:17]([NH:19][CH2:20][CH2:21][CH2:22][CH2:23][CH2:24][C:25]([NH:46][C:45]3[CH:44]=[CH:43][CH:42]=[CH:41][C:49]=3[NH2:48])=[O:26])=[O:18])[C:4]=2[CH:3]=1, predict the reactants needed to synthesize it. The reactants are: [Br:1][C:2]1[CH:14]=[CH:13][C:12]2[C:11]3[C:6](=[CH:7][C:8]([Br:15])=[CH:9][CH:10]=3)[C:5](=[CH:16][C:17]([NH:19][CH2:20][CH2:21][CH2:22][CH2:23][CH2:24][C:25](O)=[O:26])=[O:18])[C:4]=2[CH:3]=1.Cl.C(N=C=NCCCN(C)C)C.O[C:41]1[C:49]2[N:48]=N[NH:46][C:45]=2[CH:44]=[CH:43][CH:42]=1.C(N(CC)CC)C.C1(N)C=CC=CC=1N.